Dataset: Catalyst prediction with 721,799 reactions and 888 catalyst types from USPTO. Task: Predict which catalyst facilitates the given reaction. (1) Reactant: [CH2:1]([C:5]1[N:6]=[C:7]([CH3:27])[NH:8][C:9](=[O:26])[C:10]=1[CH2:11][C:12]1[CH:17]=[CH:16][C:15]([C:18]2[C:19]([C:24]#[N:25])=[CH:20][CH:21]=[CH:22][CH:23]=2)=[CH:14][CH:13]=1)[CH2:2][CH2:3][CH3:4].[H-].[Na+].CN(C)C=O.Br[CH2:36][C:37]1[CH:42]=[CH:41][C:40]([F:43])=[CH:39][CH:38]=1. Product: [CH2:1]([C:5]1[N:6]=[C:7]([CH3:27])[N:8]([CH2:36][C:37]2[CH:42]=[CH:41][C:40]([F:43])=[CH:39][CH:38]=2)[C:9](=[O:26])[C:10]=1[CH2:11][C:12]1[CH:17]=[CH:16][C:15]([C:18]2[C:19]([C:24]#[N:25])=[CH:20][CH:21]=[CH:22][CH:23]=2)=[CH:14][CH:13]=1)[CH2:2][CH2:3][CH3:4]. The catalyst class is: 13. (2) Product: [Cl:29][C:30]1[CH:35]=[CH:34][C:33]([CH2:36][N:25]2[C:26]([CH3:28])=[CH:27][C:23](/[C:8](/[F:7])=[CH:9]/[C:10]3[CH:15]=[CH:14][C:13]([C:16]([CH3:22])([CH3:21])[C:17]([F:20])([F:19])[F:18])=[CH:12][CH:11]=3)=[N:24]2)=[CH:32][N:31]=1. Reactant: CC(C)([O-])C.[K+].[F:7]/[C:8](/[C:23]1[CH:27]=[C:26]([CH3:28])[NH:25][N:24]=1)=[CH:9]\[C:10]1[CH:15]=[CH:14][C:13]([C:16]([CH3:22])([CH3:21])[C:17]([F:20])([F:19])[F:18])=[CH:12][CH:11]=1.[Cl:29][C:30]1[CH:35]=[CH:34][C:33]([CH2:36]Cl)=[CH:32][N:31]=1.O. The catalyst class is: 56. (3) Reactant: [H-].[Na+].[N+:3]([C:6]1[CH:12]=[CH:11][CH:10]=[CH:9][C:7]=1[NH2:8])([O-:5])=[O:4].[C:13](OC(=O)C)(=[O:15])[CH3:14].O. Product: [C:13]([NH:8][C:7]1[CH:9]=[CH:10][CH:11]=[CH:12][C:6]=1[N+:3]([O-:5])=[O:4])(=[O:15])[CH3:14]. The catalyst class is: 7. (4) Reactant: [O:1]1[CH:5]=[CH:4][CH:3]=[CH:2]1.C([Li])CCC.[CH2:11]1[O:14][CH:12]1[CH3:13]. Product: [O:1]1[CH:5]=[CH:4][CH:3]=[C:2]1[CH2:11][CH:12]([OH:14])[CH3:13]. The catalyst class is: 7. (5) Reactant: [N+:1]([O-:4])([OH:3])=[O:2].[OH:5][C:6]1[CH:11]=[CH:10][CH:9]=[CH:8][C:7]=1[C:12](=[O:16])[CH:13]([CH3:15])[CH3:14].CCCCCCC.C(OCC)(=O)C. Product: [OH:5][C:6]1[CH:11]=[CH:10][C:9]([N+:1]([O-:4])=[O:2])=[CH:8][C:7]=1[C:12](=[O:16])[CH:13]([CH3:14])[CH3:15].[OH:5][C:6]1[C:11]([N+:1]([O-:3])=[O:2])=[CH:10][CH:9]=[CH:8][C:7]=1[C:12](=[O:16])[CH:13]([CH3:14])[CH3:15]. The catalyst class is: 15. (6) Reactant: [NH2:1][CH2:2][CH:3]([NH:8][C@:9]12[CH2:52][CH2:51][C@@H:50]([C:53]([CH3:55])=[CH2:54])[C@@H:10]1[C@@H:11]1[C@@:24]([CH3:27])([CH2:25][CH2:26]2)[C@@:23]2([CH3:28])[C@@H:14]([C@:15]3([CH3:49])[C@@H:20]([CH2:21][CH2:22]2)[C:19]([CH3:30])([CH3:29])[C:18]([C:31]2[CH2:36][CH2:35][C@@:34]([CH2:47][F:48])([C:37]([O:39][CH2:40][C:41]4[CH:46]=[CH:45][CH:44]=[CH:43][CH:42]=4)=[O:38])[CH2:33][CH:32]=2)=[CH:17][CH2:16]3)[CH2:13][CH2:12]1)[C:4]([F:7])([F:6])[F:5].[CH:56]([S:58]([CH:61]=[CH2:62])(=[O:60])=[O:59])=[CH2:57]. Product: [O:59]=[S:58]1(=[O:60])[CH2:61][CH2:62][N:1]([CH2:2][CH:3]([NH:8][C@:9]23[CH2:52][CH2:51][C@@H:50]([C:53]([CH3:55])=[CH2:54])[C@@H:10]2[C@@H:11]2[C@@:24]([CH3:27])([CH2:25][CH2:26]3)[C@@:23]3([CH3:28])[C@@H:14]([C@:15]4([CH3:49])[C@@H:20]([CH2:21][CH2:22]3)[C:19]([CH3:30])([CH3:29])[C:18]([C:31]3[CH2:36][CH2:35][C@@:34]([CH2:47][F:48])([C:37]([O:39][CH2:40][C:41]5[CH:46]=[CH:45][CH:44]=[CH:43][CH:42]=5)=[O:38])[CH2:33][CH:32]=3)=[CH:17][CH2:16]4)[CH2:13][CH2:12]2)[C:4]([F:5])([F:6])[F:7])[CH2:57][CH2:56]1. The catalyst class is: 41. (7) Reactant: [CH3:1][C@H:2]1[CH2:7][N:6]([C:8]2[CH:13]=[CH:12][CH:11]=[CH:10][N:9]=2)[CH2:5][CH2:4][N:3]1[C:14]1[C:15](OS(C(F)(F)F)(=O)=O)=[N:16][C:17]2[C:22]([N:23]=1)=[CH:21][C:20]([C:24]([O:26][CH3:27])=[O:25])=[CH:19][CH:18]=2.C(=O)([O-])[O-].[Na+].[Na+].CC1(C)OB([C:48]2[CH:49]=[C:50]3[C:54](=[CH:55][CH:56]=2)[N:53]([C:57]([O:59][C:60]([CH3:63])([CH3:62])[CH3:61])=[O:58])[N:52]=[CH:51]3)OC1(C)C. Product: [C:60]([O:59][C:57]([N:53]1[C:54]2[C:50](=[CH:49][C:48]([C:15]3[C:14]([N:3]4[CH2:4][CH2:5][N:6]([C:8]5[CH:13]=[CH:12][CH:11]=[CH:10][N:9]=5)[CH2:7][C@@H:2]4[CH3:1])=[N:23][C:22]4[C:17](=[CH:18][CH:19]=[C:20]([C:24]([O:26][CH3:27])=[O:25])[CH:21]=4)[N:16]=3)=[CH:56][CH:55]=2)[CH:51]=[N:52]1)=[O:58])([CH3:63])([CH3:61])[CH3:62]. The catalyst class is: 108.